Dataset: Forward reaction prediction with 1.9M reactions from USPTO patents (1976-2016). Task: Predict the product of the given reaction. (1) Given the reactants [F:1][C:2]([F:25])([C:21]([F:24])([F:23])[F:22])[C:3]([NH:5][CH2:6][CH2:7][CH2:8][CH2:9][NH:10][CH2:11][C:12]1[N:17]2[CH:18]=[CH:19][N:20]=[C:16]2[CH:15]=[CH:14][CH:13]=1)=[O:4].[CH2:26]=O, predict the reaction product. The product is: [F:25][C:2]([F:1])([C:21]([F:23])([F:24])[F:22])[C:3]([NH:5][CH2:6][CH2:7][CH2:8][CH2:9][N:10]1[CH2:11][C:12]2[N:17]3[C:18](=[CH:19][N:20]=[C:16]3[CH:15]=[CH:14][CH:13]=2)[CH2:26]1)=[O:4]. (2) The product is: [CH3:9][N:10]1[CH:14]=[C:13]([C:2]2[CH:3]=[C:4]([CH:7]=[O:8])[O:5][CH:6]=2)[CH:12]=[N:11]1. Given the reactants Br[C:2]1[CH:3]=[C:4]([CH:7]=[O:8])[O:5][CH:6]=1.[CH3:9][N:10]1[CH:14]=[C:13](B2OC(C)(C)C(C)(C)O2)[CH:12]=[N:11]1.C(=O)([O-])[O-].[Na+].[Na+], predict the reaction product. (3) The product is: [CH2:17]([O:21][C:22]1[CH:29]=[CH:28][CH:27]=[CH:26][C:23]=1/[CH:24]=[CH:11]/[C:12]([O:14][CH2:15][CH3:16])=[O:13])[CH:18]([CH3:20])[CH3:19]. Given the reactants [H-].[Na+].C(OP([CH2:11][C:12]([O:14][CH2:15][CH3:16])=[O:13])(OCC)=O)C.[CH2:17]([O:21][C:22]1[CH:29]=[CH:28][CH:27]=[CH:26][C:23]=1[CH:24]=O)[CH:18]([CH3:20])[CH3:19].C(OCC)(=O)C, predict the reaction product. (4) Given the reactants [NH2:1][C:2]1[CH:7]=[CH:6][C:5](O)=[C:4]([Cl:9])[CH:3]=1.[C:10](OC(=O)C)(=[O:12])[CH3:11].[OH2:17], predict the reaction product. The product is: [Cl:9][C:4]1[CH:5]=[CH:6][C:7]([OH:17])=[C:2]([NH:1][C:10](=[O:12])[CH3:11])[CH:3]=1. (5) Given the reactants [Cl:1][C:2]1[S:6][C:5]2[C:7]3([O:20][CH2:21][C:22]([F:24])([F:23])[C:4]=2[CH:3]=1)[CH2:12][CH2:11][N:10]([CH2:13][C:14]1[C:15]([CH3:19])=[N:16][NH:17][CH:18]=1)[CH2:9][CH2:8]3.C(=O)([O-])[O-].[K+].[K+].Br[C:32]1[C:37]([CH:38]=[O:39])=[CH:36][CH:35]=[CH:34][N:33]=1.CN[C@@H]1CCCC[C@H]1NC, predict the reaction product. The product is: [Cl:1][C:2]1[S:6][C:5]2[C:7]3([O:20][CH2:21][C:22]([F:23])([F:24])[C:4]=2[CH:3]=1)[CH2:12][CH2:11][N:10]([CH2:13][C:14]1[C:15]([CH3:19])=[N:16][N:17]([C:32]2[C:37]([CH:38]=[O:39])=[CH:36][CH:35]=[CH:34][N:33]=2)[CH:18]=1)[CH2:9][CH2:8]3. (6) Given the reactants C([O:8][C:9](=[O:23])[CH2:10][N:11]([CH2:13][CH2:14][NH:15][C:16]([O:18][C:19]([CH3:22])([CH3:21])[CH3:20])=[O:17])[CH3:12])C1C=CC=CC=1, predict the reaction product. The product is: [C:19]([O:18][C:16]([NH:15][CH2:14][CH2:13][N:11]([CH2:10][C:9]([OH:23])=[O:8])[CH3:12])=[O:17])([CH3:22])([CH3:20])[CH3:21].